From a dataset of Full USPTO retrosynthesis dataset with 1.9M reactions from patents (1976-2016). Predict the reactants needed to synthesize the given product. (1) The reactants are: [CH:1]([C@H:4]1[CH2:9][CH:8]([OH:10])[C:7](=[CH2:11])[CH2:6][CH2:5]1)([CH3:3])[CH3:2].[CH2:12]([O:16][CH:17]=[CH2:18])[CH2:13][CH2:14][CH3:15]. Given the product [CH2:12]([O:16][CH:17]([O:10][CH:8]1[CH2:9][C@H:4]([CH:1]([CH3:3])[CH3:2])[CH2:5][CH2:6][C:7]1=[CH2:11])[CH3:18])[CH2:13][CH2:14][CH3:15], predict the reactants needed to synthesize it. (2) Given the product [OH:14][NH:13][C:10]([C:9]1[C:4]2[CH:3]=[C:2]([CH3:1])[NH:12][C:5]=2[N:6]=[CH:7][CH:8]=1)=[NH:11], predict the reactants needed to synthesize it. The reactants are: [CH3:1][C:2]1[NH:12][C:5]2[N:6]=[CH:7][CH:8]=[C:9]([C:10]#[N:11])[C:4]=2[CH:3]=1.[NH2:13][OH:14]. (3) Given the product [CH2:19]([CH:23]1[CH2:24][CH:25]2[N:30]([CH2:2][C@@H:3]([CH3:18])[CH2:4][N:5]3[C:10]4[CH:11]=[C:12]([O:15][CH3:16])[CH:13]=[CH:14][C:9]=4[O:8][CH2:7][C:6]3=[O:17])[CH:28]([CH2:27][CH2:26]2)[CH2:29]1)[CH2:20][CH2:21][CH3:22], predict the reactants needed to synthesize it. The reactants are: I[CH2:2][C@@H:3]([CH3:18])[CH2:4][N:5]1[C:10]2[CH:11]=[C:12]([O:15][CH3:16])[CH:13]=[CH:14][C:9]=2[O:8][CH2:7][C:6]1=[O:17].[CH2:19]([CH:23]1[CH2:29][CH:28]2[NH:30][CH:25]([CH2:26][CH2:27]2)[CH2:24]1)[CH2:20][CH2:21][CH3:22]. (4) Given the product [ClH:1].[ClH:32].[Cl:32][C:28]1[C:27]2[CH:26]=[CH:25][CH:24]=[C:23]([NH:22][C:2]3[C:11]4[C:6](=[CH:7][C:8]([O:20][CH3:21])=[CH:9][C:10]=4[O:12][CH:13]4[CH2:18][CH2:17][N:16]([CH3:19])[CH2:15][CH2:14]4)[N:5]=[CH:4][N:3]=3)[C:31]=2[O:30][CH:29]=1, predict the reactants needed to synthesize it. The reactants are: [Cl:1][C:2]1[C:11]2[C:6](=[CH:7][C:8]([O:20][CH3:21])=[CH:9][C:10]=2[O:12][CH:13]2[CH2:18][CH2:17][N:16]([CH3:19])[CH2:15][CH2:14]2)[N:5]=[CH:4][N:3]=1.[NH2:22][C:23]1[C:31]2[O:30][CH:29]=[C:28]([Cl:32])[C:27]=2[CH:26]=[CH:25][CH:24]=1. (5) Given the product [NH2:1][C:2]1[CH:3]=[C:4]2[C:9](=[CH:10][CH:11]=1)[CH:8]=[C:7]([B:32]([OH:37])[OH:33])[CH:6]=[CH:5]2, predict the reactants needed to synthesize it. The reactants are: [NH2:1][C:2]1[CH:11]=[CH:10][C:9]2[C:4](=[CH:5][CH:6]=[C:7](Br)[CH:8]=2)[CH:3]=1.BrC1C=CC2C(=CC=C(O)C=2)C=1.[H-].[K+].C([Li])(C)(C)C.[B:32](OC(C)C)([O:37]C(C)C)[O:33]C(C)C.S(=O)(=O)(O)O. (6) The reactants are: [CH3:1][O:2][CH2:3][C:4]1[CH:9]=[C:8]([C:10]2[O:14][N:13]=[C:12]([C:15]3[CH:16]=[C:17]([CH2:21][C:22](O)=[O:23])[CH:18]=[CH:19][CH:20]=3)[N:11]=2)[CH:7]=[CH:6][C:5]=1[C:25]1[CH:30]=[CH:29][CH:28]=[CH:27][C:26]=1[CH3:31].CCN(C(C)C)C(C)C.CN(C(ON1N=NC2C=CC=NC1=2)=[N+](C)C)C.F[P-](F)(F)(F)(F)F.Cl.[CH3:66][O:67][C:68](=[O:71])[CH2:69][NH2:70]. Given the product [CH3:1][O:2][CH2:3][C:4]1[CH:9]=[C:8]([C:10]2[O:14][N:13]=[C:12]([C:15]3[CH:16]=[C:17]([CH2:21][C:22]([NH:70][CH2:69][C:68]([O:67][CH3:66])=[O:71])=[O:23])[CH:18]=[CH:19][CH:20]=3)[N:11]=2)[CH:7]=[CH:6][C:5]=1[C:25]1[CH:30]=[CH:29][CH:28]=[CH:27][C:26]=1[CH3:31], predict the reactants needed to synthesize it.